From a dataset of CYP2C19 inhibition data for predicting drug metabolism from PubChem BioAssay. Regression/Classification. Given a drug SMILES string, predict its absorption, distribution, metabolism, or excretion properties. Task type varies by dataset: regression for continuous measurements (e.g., permeability, clearance, half-life) or binary classification for categorical outcomes (e.g., BBB penetration, CYP inhibition). Dataset: cyp2c19_veith. (1) The drug is O=C(O)[C@@H](S)[C@H](S)C(=O)O. The result is 0 (non-inhibitor). (2) The drug is COC(=O)[C@@H]1C[C@H]1[C@@H](NS(=O)(=O)c1ccc(-c2ccccc2)cc1)c1ccccc1. The result is 1 (inhibitor). (3) The compound is Cc1cccc2c(SCC(=O)NCC3CCCO3)nc(-c3ccc(F)cc3)nc12. The result is 1 (inhibitor).